This data is from Reaction yield outcomes from USPTO patents with 853,638 reactions. The task is: Predict the reaction yield, written as a fraction of the theoretical maximum amount of product (1.0 means a 100% yield; for example, 0.34 means a 34% yield). (1) The reactants are [CH3:1][N:2]([CH2:10][CH2:11][N:12]([CH3:35])[CH2:13][C:14]1[C:22]2[C:17](=[CH:18][CH:19]=[C:20]([N:23]3[CH2:28][CH2:27][CH2:26][CH2:25][CH2:24]3)[CH:21]=2)[N:16](C2CCCCO2)[N:15]=1)C(=O)OC(C)(C)C.Cl. The catalyst is O1CCOCC1. The product is [CH3:35][N:12]([CH2:13][C:14]1[C:22]2[C:17](=[CH:18][CH:19]=[C:20]([N:23]3[CH2:24][CH2:25][CH2:26][CH2:27][CH2:28]3)[CH:21]=2)[NH:16][N:15]=1)[CH2:11][CH2:10][NH:2][CH3:1]. The yield is 0.438. (2) The reactants are [NH:1]1[CH:5]=[CH:4][N:3]=[C:2]1[C:6]([O:8][CH2:9][CH3:10])=[O:7].CC(C)([O-])C.[K+].[N+:17](C1C=CC(C(ON)=O)=CC=1)([O-])=O.C([O-])(O)=O.[Na+]. The yield is 0.980. The catalyst is CN(C=O)C. The product is [NH2:17][N:1]1[CH:5]=[CH:4][N:3]=[C:2]1[C:6]([O:8][CH2:9][CH3:10])=[O:7]. (3) The reactants are [H-].[Na+].[C:3]([O:7][C:8]([NH:10][CH:11]1[CH2:17][CH2:16][CH2:15][CH:14]([OH:18])[CH2:13][CH2:12]1)=[O:9])([CH3:6])([CH3:5])[CH3:4].[CH3:19]I.[OH-].[Na+]. The catalyst is C1COCC1. The product is [C:3]([O:7][C:8]([NH:10][C@H:11]1[CH2:17][CH2:16][CH2:15][C@@H:14]([O:18][CH3:19])[CH2:13][CH2:12]1)=[O:9])([CH3:6])([CH3:4])[CH3:5]. The yield is 0.300. (4) The reactants are S=[C:2]1[CH2:6][S:5][C:4](=[O:7])[NH:3]1.[CH2:8]([N:10]([CH2:14][CH3:15])[CH2:11][CH2:12][NH2:13])[CH3:9].[Cl:16][C:17]1[CH:33]=[C:32]([C:34]([F:37])([F:36])[F:35])[CH:31]=[CH:30][C:18]=1[O:19][C:20]1[CH:27]=[CH:26][C:23]([CH:24]=O)=[CH:22][C:21]=1[O:28][CH3:29].[Cl-].[NH4+]. The catalyst is C(O)C.CC(C)([O-])C.[K+]. The product is [Cl:16][C:17]1[CH:33]=[C:32]([C:34]([F:35])([F:36])[F:37])[CH:31]=[CH:30][C:18]=1[O:19][C:20]1[CH:27]=[CH:26][C:23](/[CH:24]=[C:6]2/[C:2]([NH:13][CH2:12][CH2:11][N:10]([CH2:14][CH3:15])[CH2:8][CH3:9])=[N:3][C:4](=[O:7])[S:5]/2)=[CH:22][C:21]=1[O:28][CH3:29]. The yield is 0.170. (5) The reactants are [Cl:1][C:2]1[CH:36]=[CH:35][C:5]([CH2:6][N:7]2[C:12](=[N:13][C:14]3[CH:19]=[CH:18][C:17]([O:20][CH:21]([CH3:23])[CH3:22])=[C:16]([Cl:24])[CH:15]=3)[NH:11][C:10](=[O:25])[N:9]([CH2:26][C@@H:27]3[CH2:31][O:30]C(C)(C)[O:28]3)[C:8]2=[O:34])=[CH:4][CH:3]=1.O.C1(C)C=CC(S(O)(=O)=O)=CC=1. The catalyst is CO. The product is [Cl:1][C:2]1[CH:3]=[CH:4][C:5]([CH2:6][N:7]2[C:12](=[N:13][C:14]3[CH:19]=[CH:18][C:17]([O:20][CH:21]([CH3:23])[CH3:22])=[C:16]([Cl:24])[CH:15]=3)[NH:11][C:10](=[O:25])[N:9]([CH2:26][C@@H:27]([OH:28])[CH2:31][OH:30])[C:8]2=[O:34])=[CH:35][CH:36]=1. The yield is 0.860. (6) The reactants are [NH2:1][C:2]1[CH:7]=[CH:6][C:5]([C:8]2[C:16]3[C:11](=[N:12][CH:13]=[N:14][C:15]=3[NH2:17])[N:10]([CH:18]([CH3:20])[CH3:19])[N:9]=2)=[CH:4][C:3]=1[O:21][CH3:22].C([O-])([O-])=O.[K+].[K+].Br[CH2:30][CH2:31][CH2:32][OH:33]. The catalyst is CN(C=O)C. The product is [NH2:17][C:15]1[N:14]=[CH:13][N:12]=[C:11]2[N:10]([CH:18]([CH3:19])[CH3:20])[N:9]=[C:8]([C:5]3[CH:6]=[CH:7][C:2]([NH:1][CH:31]([CH3:30])[CH2:32][OH:33])=[C:3]([O:21][CH3:22])[CH:4]=3)[C:16]=12. The yield is 0.240. (7) The reactants are [S:1]1[C:5]2=[CH:6][N:7]=[CH:8][CH:9]=[C:4]2[CH:3]=[CH:2]1.C([Li])CCC.[CH3:15][Sn:16](Cl)([CH3:18])[CH3:17]. The catalyst is C1COCC1. The product is [CH3:15][Sn:16]([CH3:18])([CH3:17])[C:2]1[S:1][C:5]2=[CH:6][N:7]=[CH:8][CH:9]=[C:4]2[CH:3]=1. The yield is 0.710. (8) The reactants are [C:1]([C:3]1[C:4]([CH3:15])=[N:5][S:6][C:7]=1[NH:8][C:9](=[O:14])[CH2:10][CH:11]([CH3:13])[CH3:12])#[N:2].[OH:16]O. The catalyst is [NH4+].[OH-]. The product is [CH3:15][C:4]1[C:3]([C:1]([NH2:2])=[O:16])=[C:7]([NH:8][C:9](=[O:14])[CH2:10][CH:11]([CH3:13])[CH3:12])[S:6][N:5]=1. The yield is 0.710.